From a dataset of Retrosynthesis with 50K atom-mapped reactions and 10 reaction types from USPTO. Predict the reactants needed to synthesize the given product. (1) Given the product COC(=O)c1ccnc2c(NS(=O)(=O)c3ccccc3)cccc12, predict the reactants needed to synthesize it. The reactants are: COC(=O)c1ccnc2c(N)cccc12.O=S(=O)(Cl)c1ccccc1. (2) The reactants are: CC(C)(C)OC(=O)CC(=O)c1cccc(-n2cccn2)c1.CC(C)CN(C)c1cc(NC(=O)OC(C)(C)C)c(N)cc1C(F)(F)F. Given the product CC(C)CN(C)c1cc(NC(=O)OC(C)(C)C)c(NC(=O)CC(=O)c2cccc(-n3cccn3)c2)cc1C(F)(F)F, predict the reactants needed to synthesize it. (3) The reactants are: CCOC(=O)C1COc2cc(Cl)c(Cl)cc2O1. Given the product O=C(O)C1COc2cc(Cl)c(Cl)cc2O1, predict the reactants needed to synthesize it. (4) Given the product Cn1c(=O)c(-c2cc(N)c(F)cc2F)cc2cnccc21, predict the reactants needed to synthesize it. The reactants are: Cn1c(=O)c(-c2cc(N)c(F)cc2F)cc2cnc(Cl)cc21. (5) Given the product CCOC(=O)C=C1CCC(F)(F)CC1, predict the reactants needed to synthesize it. The reactants are: CCOC(=O)C=P(c1ccccc1)(c1ccccc1)c1ccccc1.O=C1CCC(F)(F)CC1. (6) The reactants are: Cn1cc(CC(=O)N2CC3C(C2)C3(C)c2cccc(NS(C)(=O)=O)c2)c2ccccc21. Given the product Cn1cc(CCN2CC3C(C2)C3(C)c2cccc(NS(C)(=O)=O)c2)c2ccccc21, predict the reactants needed to synthesize it.